Dataset: Full USPTO retrosynthesis dataset with 1.9M reactions from patents (1976-2016). Task: Predict the reactants needed to synthesize the given product. (1) Given the product [CH3:10][C:4]1[CH:3]=[C:2]([C:21]2[CH:20]=[CH:19][NH:18][N:17]=2)[CH:9]=[CH:8][C:5]=1[C:6]#[N:7], predict the reactants needed to synthesize it. The reactants are: Br[C:2]1[CH:9]=[CH:8][C:5]([C:6]#[N:7])=[C:4]([CH3:10])[CH:3]=1.O1CCCCC1[N:17]1[C:21](B2OC(C)(C)C(C)(C)O2)=[CH:20][CH:19]=[N:18]1. (2) Given the product [CH2:1]([N:8]1[CH2:13][CH2:12][C:11]([C:14]2[CH:19]=[CH:18][CH:17]=[C:16]([O:20][CH3:21])[CH:15]=2)([C:22]2[CH:23]=[CH:24][C:25]([C:26]3[NH:46][N:45]=[N:44][N:27]=3)=[CH:28][CH:29]=2)[CH2:10][CH2:9]1)[C:2]1[CH:7]=[CH:6][CH:5]=[CH:4][CH:3]=1, predict the reactants needed to synthesize it. The reactants are: [CH2:1]([N:8]1[CH2:13][CH2:12][C:11]([C:22]2[CH:29]=[CH:28][C:25]([C:26]#[N:27])=[CH:24][CH:23]=2)([C:14]2[CH:19]=[CH:18][CH:17]=[C:16]([O:20][CH3:21])[CH:15]=2)[CH2:10][CH2:9]1)[C:2]1[CH:7]=[CH:6][CH:5]=[CH:4][CH:3]=1.C([Sn](=O)CCCC)CCC.C[Si]([N:44]=[N+:45]=[N-:46])(C)C.